Dataset: Forward reaction prediction with 1.9M reactions from USPTO patents (1976-2016). Task: Predict the product of the given reaction. (1) Given the reactants P(Cl)(Cl)(Cl)=O.[Cl:6][C:7]1[CH:12]=[CH:11][CH:10]=[C:9]([Cl:13])[C:8]=1[N:14]1[CH:18]=[CH:17][CH:16]=[CH:15]1.[OH-].[Na+].CN(C)[CH:23]=[O:24], predict the reaction product. The product is: [Cl:13][C:9]1[CH:10]=[CH:11][CH:12]=[C:7]([Cl:6])[C:8]=1[N:14]1[CH:18]=[CH:17][CH:16]=[C:15]1[CH:23]=[O:24]. (2) The product is: [O:1]1[CH:5]=[CH:4][CH:3]=[C:2]1[C:6]1[N:10]([C:11]2[S:12][CH:13]=[C:14]([C:16]([NH2:26])=[O:18])[N:15]=2)[N:9]=[C:8]([C:21]([F:23])([F:22])[F:24])[CH:7]=1. Given the reactants [O:1]1[CH:5]=[CH:4][CH:3]=[C:2]1[C:6]1[N:10]([C:11]2[S:12][CH:13]=[C:14]([C:16]([O:18]CC)=O)[N:15]=2)[N:9]=[C:8]([C:21]([F:24])([F:23])[F:22])[CH:7]=1.[OH-].[NH4+:26].C1COCC1, predict the reaction product. (3) Given the reactants [CH:1]1([CH2:7][NH:8][C:9]2[CH:14]=[CH:13][C:12]([NH:15][S:16]([C:19]3[CH:24]=[CH:23][CH:22]=[CH:21][CH:20]=3)(=[O:18])=[O:17])=[CH:11][C:10]=2[N+:25]([O-])=O)[CH2:6][CH2:5][CH2:4][CH2:3][CH2:2]1, predict the reaction product. The product is: [NH2:25][C:10]1[CH:11]=[C:12]([NH:15][S:16]([C:19]2[CH:20]=[CH:21][CH:22]=[CH:23][CH:24]=2)(=[O:18])=[O:17])[CH:13]=[CH:14][C:9]=1[NH:8][CH2:7][CH:1]1[CH2:2][CH2:3][CH2:4][CH2:5][CH2:6]1.